This data is from Forward reaction prediction with 1.9M reactions from USPTO patents (1976-2016). The task is: Predict the product of the given reaction. Given the reactants [N:1]1[CH:6]=[CH:5][CH:4]=[CH:3][C:2]=1[C:7]1[CH:8]=[CH:9][C:10](=[O:13])[NH:11][CH:12]=1.[C:14]1(B(O)O)[CH:19]=[CH:18][CH:17]=[CH:16][CH:15]=1.N1C=CC=CC=1, predict the reaction product. The product is: [C:14]1([N:11]2[CH:12]=[C:7]([C:2]3[CH:3]=[CH:4][CH:5]=[CH:6][N:1]=3)[CH:8]=[CH:9][C:10]2=[O:13])[CH:19]=[CH:18][CH:17]=[CH:16][CH:15]=1.